From a dataset of Full USPTO retrosynthesis dataset with 1.9M reactions from patents (1976-2016). Predict the reactants needed to synthesize the given product. (1) Given the product [F:2][C:3]([F:12])([F:13])[C:4]1[CH:5]=[CH:6][C:7]([NH:10][NH:11][C:19]([O:18][C:15]([CH3:17])([CH3:16])[CH3:14])=[O:20])=[CH:8][CH:9]=1, predict the reactants needed to synthesize it. The reactants are: Cl.[F:2][C:3]([F:13])([F:12])[C:4]1[CH:9]=[CH:8][C:7]([NH:10][NH2:11])=[CH:6][CH:5]=1.[CH3:14][C:15]([O:18][C:19](O[C:19]([O:18][C:15]([CH3:17])([CH3:16])[CH3:14])=[O:20])=[O:20])([CH3:17])[CH3:16].C([O-])([O-])=O.[Na+].[Na+].C(#N)C. (2) Given the product [OH:17][CH2:16][C:15]([N:9]1[C:10]([C:11]([F:12])([F:13])[F:14])=[C:6]([C:4]([OH:5])=[O:3])[CH:7]=[N:8]1)([CH3:19])[CH3:18], predict the reactants needed to synthesize it. The reactants are: C([O:3][C:4]([C:6]1[CH:7]=[N:8][N:9]([C:15]([CH3:19])([CH3:18])[CH2:16][OH:17])[C:10]=1[C:11]([F:14])([F:13])[F:12])=[O:5])C.[Li+].[OH-].